The task is: Predict the reactants needed to synthesize the given product.. This data is from Full USPTO retrosynthesis dataset with 1.9M reactions from patents (1976-2016). (1) Given the product [F:8][C:9]1[CH:14]=[C:13]([F:15])[CH:12]=[CH:11][C:10]=1[N:16]1[C:24](=[O:25])[C:23]2[C@@H:22]3[C:26]([CH3:28])([CH3:27])[C@@:19]([CH3:29])([CH2:20][CH2:21]3)[C:18]=2[N:17]1[CH3:5], predict the reactants needed to synthesize it. The reactants are: S(OC)(O[CH3:5])(=O)=O.[F:8][C:9]1[CH:14]=[C:13]([F:15])[CH:12]=[CH:11][C:10]=1[N:16]1[C:24](=[O:25])[C:23]2[C@@H:22]3[C:26]([CH3:28])([CH3:27])[C@@:19]([CH3:29])([CH2:20][CH2:21]3)[C:18]=2[NH:17]1. (2) Given the product [Cl:27][C:28]1[CH:37]=[C:36]2[C:31]([C:32]([NH:38][C@@H:39]3[CH2:40][CH2:41][C@H:42]([NH:45][C:11](=[O:13])[CH2:10][CH2:9][CH2:8][CH2:7][C:1]4[CH:2]=[CH:3][CH:4]=[CH:5][CH:6]=4)[CH2:43][CH2:44]3)=[CH:33][CH:34]=[N:35]2)=[CH:30][CH:29]=1, predict the reactants needed to synthesize it. The reactants are: [C:1]1([CH2:7][CH2:8][CH2:9][CH2:10][C:11]([OH:13])=O)[CH:6]=[CH:5][CH:4]=[CH:3][CH:2]=1.N=C=N.C1C=CC2N(O)N=NC=2C=1.[Cl:27][C:28]1[CH:37]=[C:36]2[C:31]([C:32]([NH:38][CH:39]3[CH2:44][CH2:43][CH:42]([NH2:45])[CH2:41][CH2:40]3)=[CH:33][CH:34]=[N:35]2)=[CH:30][CH:29]=1.C(O)C(N)(CO)CO. (3) Given the product [CH:1]1([N:6]2[CH2:12][C:11]([F:13])([F:14])[C:10](=[O:15])[N:9]([CH3:16])[C:8]3[CH:17]=[N:18][C:19]([NH:21][C:22]4[CH:30]=[CH:29][C:25]([C:26]([NH:36][CH:33]5[CH2:35][CH2:34]5)=[O:27])=[CH:24][C:23]=4[O:31][CH3:32])=[N:20][C:7]2=3)[CH2:2][CH2:3][CH2:4][CH2:5]1, predict the reactants needed to synthesize it. The reactants are: [CH:1]1([N:6]2[CH2:12][C:11]([F:14])([F:13])[C:10](=[O:15])[N:9]([CH3:16])[C:8]3[CH:17]=[N:18][C:19]([NH:21][C:22]4[CH:30]=[CH:29][C:25]([C:26](O)=[O:27])=[CH:24][C:23]=4[O:31][CH3:32])=[N:20][C:7]2=3)[CH2:5][CH2:4][CH2:3][CH2:2]1.[CH:33]1([NH2:36])[CH2:35][CH2:34]1.F[P-](F)(F)(F)(F)F.CN(C(N(C)C)=[N+]1C2C(=NC=CC=2)[N+]([O-])=N1)C.C(N(C(C)C)CC)(C)C.